Predict the product of the given reaction. From a dataset of Forward reaction prediction with 1.9M reactions from USPTO patents (1976-2016). (1) Given the reactants [O:1]=[C:2]1[CH:7]2[N:8]([C:9]([O:11][C:12]([CH3:15])([CH3:14])[CH3:13])=[O:10])[CH:4]([CH:5]=[CH:6]2)[CH:3]1[C:16]([O:18][CH3:19])=[O:17], predict the reaction product. The product is: [O:1]=[C:2]1[CH:7]2[N:8]([C:9]([O:11][C:12]([CH3:13])([CH3:14])[CH3:15])=[O:10])[CH:4]([CH2:5][CH2:6]2)[CH:3]1[C:16]([O:18][CH3:19])=[O:17]. (2) Given the reactants Br[C:2]1[CH:3]=[C:4]([N:18]2[CH2:23][CH2:22][O:21][CH2:20][CH2:19]2)[C:5]([O:8][CH2:9][CH2:10][O:11][CH:12]2[CH2:17][CH2:16][CH2:15][CH2:14][O:13]2)=[N:6][CH:7]=1.[CH3:24][C:25]1[CH:31]=[CH:30][C:28]([NH2:29])=[CH:27][C:26]=1B1OC(C)(C)C(C)(C)O1.C(Cl)Cl.C(=O)([O-])[O-].[Na+].[Na+], predict the reaction product. The product is: [CH3:24][C:25]1[CH:31]=[CH:30][C:28]([NH2:29])=[CH:27][C:26]=1[C:2]1[CH:7]=[N:6][C:5]([O:8][CH2:9][CH2:10][O:11][CH:12]2[CH2:17][CH2:16][CH2:15][CH2:14][O:13]2)=[C:4]([N:18]2[CH2:23][CH2:22][O:21][CH2:20][CH2:19]2)[CH:3]=1. (3) The product is: [ClH:1].[F:43][C:4]1[C:3]([F:2])=[CH:17][CH:16]=[CH:15][C:5]=1[CH2:6][C@@H:7]1[CH2:11][NH:10][C@H:9]([C:12]([OH:14])=[O:13])[CH2:8]1. Given the reactants [ClH:1].[F:2][C:3]1[CH:4]=[C:5]([CH:15]=[CH:16][CH:17]=1)[CH2:6][C@@H:7]1[CH2:11][NH:10][C@H:9]([C:12]([OH:14])=[O:13])[CH2:8]1.C(C1CCC(C)CC1OC(C1CC(CC2C=CC=C([F:43])C=2)CN1C(OC(C)(C)C)=O)=O)(C)C, predict the reaction product. (4) Given the reactants [NH:1]1[CH:5]=[CH:4][CH:3]=[N:2]1.O1CCCC1.[H-].[Na+].[CH:13]([C:17]1[C:18]([Cl:31])=[N:19][C:20](S(C)(=O)=O)=[N:21][C:22]=1[C:23]([F:26])([F:25])[F:24])([CH2:15][CH3:16])[CH3:14], predict the reaction product. The product is: [CH:13]([C:17]1[C:18]([Cl:31])=[N:19][C:20]([N:1]2[CH:5]=[CH:4][CH:3]=[N:2]2)=[N:21][C:22]=1[C:23]([F:26])([F:25])[F:24])([CH2:15][CH3:16])[CH3:14]. (5) Given the reactants [CH3:1][C:2]1([CH3:25])[CH2:15][N:14]2[C:5](=[N:6][C:7]3[C:12]([C:13]2=[O:16])=[CH:11][CH:10]=[C:9]([C:17]#[C:18][C:19]2[CH:24]=[CH:23][CH:22]=[CH:21][N:20]=2)[CH:8]=3)[NH:4][CH2:3]1.[H-].[Na+].[CH3:28]I, predict the reaction product. The product is: [CH3:28][N:4]1[C:5]2=[N:6][C:7]3[C:12]([C:13](=[O:16])[N:14]2[CH2:15][C:2]([CH3:25])([CH3:1])[CH2:3]1)=[CH:11][CH:10]=[C:9]([C:17]#[C:18][C:19]1[CH:24]=[CH:23][CH:22]=[CH:21][N:20]=1)[CH:8]=3.